This data is from Full USPTO retrosynthesis dataset with 1.9M reactions from patents (1976-2016). The task is: Predict the reactants needed to synthesize the given product. (1) Given the product [C:10]([O:9][C:7]([N:4]1[CH2:5][CH:6]=[C:2]([O:1][S:31]([C:34]([F:37])([F:36])[F:35])(=[O:33])=[O:32])[CH2:3]1)=[O:8])([CH3:13])([CH3:12])[CH3:11], predict the reactants needed to synthesize it. The reactants are: [O:1]=[C:2]1[CH2:6][CH2:5][N:4]([C:7]([O:9][C:10]([CH3:13])([CH3:12])[CH3:11])=[O:8])[CH2:3]1.C[Si]([N-][Si](C)(C)C)(C)C.[Li+].C1C=CC(N([S:31]([C:34]([F:37])([F:36])[F:35])(=[O:33])=[O:32])[S:31]([C:34]([F:37])([F:36])[F:35])(=[O:33])=[O:32])=CC=1. (2) Given the product [CH3:31][C:24]1[NH:23][C:22]([C:12]2[C:11]([NH2:10])=[CH:15][N:14]([CH:16]3[CH2:21][CH2:20][CH2:19][CH2:18][O:17]3)[N:13]=2)=[N:26][C:25]=1[C:27]([F:30])([F:28])[F:29], predict the reactants needed to synthesize it. The reactants are: C(OC(=O)[NH:10][C:11]1[C:12]([C:22]2[NH:23][C:24]([CH3:31])=[C:25]([C:27]([F:30])([F:29])[F:28])[N:26]=2)=[N:13][N:14]([CH:16]2[CH2:21][CH2:20][CH2:19][CH2:18][O:17]2)[CH:15]=1)C1C=CC=CC=1. (3) Given the product [CH3:1][C:2]1[CH:7]=[C:6]([C:8](=[O:24])[CH2:9][C@H:10]([C:18]2[CH:23]=[CH:22][CH:21]=[CH:20][CH:19]=2)[C:11]2[CH:16]=[CH:15][CH:14]=[CH:13][C:12]=2[CH3:17])[CH:5]=[CH:4][N:3]=1, predict the reactants needed to synthesize it. The reactants are: [CH3:1][C:2]1[CH:7]=[C:6]([C@H:8]([OH:24])[CH2:9][CH:10]([C:18]2[CH:23]=[CH:22][CH:21]=[CH:20][CH:19]=2)[C:11]2[CH:16]=[CH:15][CH:14]=[CH:13][C:12]=2[CH3:17])[CH:5]=[CH:4][N:3]=1. (4) Given the product [NH2:27][C:24]1[CH:23]=[CH:22][C:21]([C:13]2[C:12]([C:31]3[CH:32]=[CH:33][C:34]4[O:39][CH2:38][CH2:37][CH2:36][C:35]=4[CH:40]=3)=[C:11]([CH:6]([O:5][C:1]([CH3:4])([CH3:3])[CH3:2])[C:7]([OH:9])=[O:8])[C:16]([C:17]([F:19])([F:20])[F:18])=[CH:15][CH:14]=2)=[CH:26][CH:25]=1.[C:1]([O:5][CH:6]([C:11]1[C:16]([C:17]([F:18])([F:19])[F:20])=[CH:15][CH:14]=[C:13]([C:21]2[CH:26]=[CH:25][C:24]([NH:27][C:28](=[O:30])[CH3:29])=[CH:23][CH:22]=2)[C:12]=1[C:31]1[CH:32]=[CH:33][C:34]2[O:39][CH2:38][CH2:37][CH2:36][C:35]=2[CH:40]=1)[C:7]([OH:9])=[O:8])([CH3:2])([CH3:3])[CH3:4], predict the reactants needed to synthesize it. The reactants are: [C:1]([O:5][CH:6]([C:11]1[C:16]([C:17]([F:20])([F:19])[F:18])=[CH:15][CH:14]=[C:13]([C:21]2[CH:26]=[CH:25][C:24]([NH:27][C:28](=[O:30])[CH3:29])=[CH:23][CH:22]=2)[C:12]=1[C:31]1[CH:32]=[CH:33][C:34]2[O:39][CH2:38][CH2:37][CH2:36][C:35]=2[CH:40]=1)[C:7]([O:9]C)=[O:8])([CH3:4])([CH3:3])[CH3:2].[OH-].[Li+]. (5) Given the product [CH3:1][O:2][N:3]=[C:4]([C:7]1[C:12]([Cl:13])=[CH:11][C:10]([Cl:14])=[CH:9][N:8]=1)[CH2:5][NH:18][CH:15]1[CH2:17][CH2:16]1, predict the reactants needed to synthesize it. The reactants are: [CH3:1][O:2][N:3]=[C:4]([C:7]1[C:12]([Cl:13])=[CH:11][C:10]([Cl:14])=[CH:9][N:8]=1)[CH2:5]Br.[CH:15]1([NH2:18])[CH2:17][CH2:16]1.O. (6) Given the product [CH2:14]([O:13][C:11]([C:10]1[C:9]2[CH:16]=[CH:17][C:18]([F:20])=[CH:19][C:8]=2[O:7][CH:6]=1)=[O:12])[CH3:15], predict the reactants needed to synthesize it. The reactants are: C(OC([C:6]1[O:7][C:8]2[CH:19]=[C:18]([F:20])[CH:17]=[CH:16][C:9]=2[C:10]=1[C:11]([O:13][CH2:14][CH3:15])=[O:12])=O)C.[Cl-].[Na+].O. (7) Given the product [CH3:12][O:13][C:14](=[O:20])[CH:15]([C:7](=[O:8])[C:6]1[CH:10]=[CH:11][C:3]([C:1]#[N:2])=[CH:4][CH:5]=1)/[C:16](=[N:18]/[CH3:19])/[CH3:17], predict the reactants needed to synthesize it. The reactants are: [C:1]([C:3]1[CH:11]=[CH:10][C:6]([C:7](Cl)=[O:8])=[CH:5][CH:4]=1)#[N:2].[CH3:12][O:13][C:14](=[O:20])[CH:15]=[C:16]([NH:18][CH3:19])[CH3:17]. (8) Given the product [CH3:1][N:2]([CH3:5])[CH:3]=[CH:6][CH:7]=[C:22]([C:21](=[O:25])[C:20]([F:27])([F:26])[F:19])[C:23]#[N:24], predict the reactants needed to synthesize it. The reactants are: [CH3:1][N:2]([CH3:5])[CH:3]=O.[C:6](Cl)(=O)[C:7](Cl)=O.C(OCCCC)=C.[F:19][C:20]([F:27])([F:26])[C:21](=[O:25])[CH2:22][C:23]#[N:24].C(N(CC)CC)C.Cl.